From a dataset of Full USPTO retrosynthesis dataset with 1.9M reactions from patents (1976-2016). Predict the reactants needed to synthesize the given product. Given the product [Br:1][C:2]1[CH:25]=[CH:24][C:5]2[C:6]([NH:15][C@@H:16]([C:20]([F:23])([F:22])[F:21])[CH:17]([CH3:19])[CH3:18])=[N:7][C:8]3[CH:9]=[CH:10][NH:11][C:12](=[O:29])[C:13]=3[C:4]=2[CH:3]=1, predict the reactants needed to synthesize it. The reactants are: [Br:1][C:2]1[CH:25]=[CH:24][C:5]2[C:6]([NH:15][C@@H:16]([C:20]([F:23])([F:22])[F:21])[CH:17]([CH3:19])[CH3:18])=[N:7][C:8]3[C:13]([C:4]=2[CH:3]=1)=[C:12](Cl)[N:11]=[CH:10][CH:9]=3.C1C[O:29]CC1.